From a dataset of Reaction yield outcomes from USPTO patents with 853,638 reactions. Predict the reaction yield, written as a fraction of the theoretical maximum amount of product (1.0 means a 100% yield; for example, 0.34 means a 34% yield). (1) The reactants are [CH:1]([C:3]1[CH:17]=[CH:16][C:6]([O:7][C:8]([CH3:15])([CH3:14])[C:9]([O:11]CC)=[O:10])=[CH:5][CH:4]=1)=[O:2].[OH-].[Na+].O1CCO[CH2:22][CH2:21]1. No catalyst specified. The product is [CH2:21]([CH2:15][C:8]([O:7][C:6]1[CH:5]=[CH:4][C:3]([CH:1]=[O:2])=[CH:17][CH:16]=1)([CH3:14])[C:9]([OH:11])=[O:10])[CH3:22]. The yield is 0.990. (2) The reactants are Cl.Cl.[NH:3]1[CH2:6][CH:5]([C:7]2[NH:11][C:10]3[CH:12]=[CH:13][C:14]([Cl:16])=[CH:15][C:9]=3[N:8]=2)[CH2:4]1.[Cl:17][C:18]1[N:23]=[C:22](Cl)[C:21]([Cl:25])=[CH:20][N:19]=1.C(N(CC)CC)C.ClCCl. The catalyst is O1CCOCC1.O. The product is [Cl:16][C:14]1[CH:13]=[CH:12][C:10]2[NH:11][C:7]([CH:5]3[CH2:6][N:3]([C:20]4[C:21]([Cl:25])=[CH:22][N:23]=[C:18]([Cl:17])[N:19]=4)[CH2:4]3)=[N:8][C:9]=2[CH:15]=1. The yield is 0.890. (3) The reactants are [CH3:1][O:2][CH2:3][C:4]1[N:9]=[C:8](O)[CH:7]=[C:6]([CH2:11][CH3:12])[N:5]=1.P(Cl)(Cl)([Cl:15])=O.O.C([O-])(O)=O.[Na+]. The catalyst is C(Cl)(Cl)Cl. The product is [CH3:1][O:2][CH2:3][C:4]1[N:9]=[C:8]([Cl:15])[CH:7]=[C:6]([CH2:11][CH3:12])[N:5]=1. The yield is 0.690.